Predict the reaction yield, written as a fraction of the theoretical maximum amount of product (1.0 means a 100% yield; for example, 0.34 means a 34% yield). From a dataset of Reaction yield outcomes from USPTO patents with 853,638 reactions. (1) The reactants are Br[C:2]1[CH:7]=[CH:6][C:5]([CH:8]2[O:13][CH2:12][CH2:11]C[O:9]2)=[CH:4][CH:3]=1.C([Li])CCC.[CH2:19]([S:26][S:26][CH2:19][C:20]1[CH:25]=[CH:24][CH:23]=[CH:22][CH:21]=1)[C:20]1[CH:25]=[CH:24][CH:23]=[CH:22][CH:21]=1. The catalyst is O1CCCC1. The product is [CH2:19]([S:26][C:2]1[CH:3]=[CH:4][C:5]([CH:8]2[O:9][CH2:11][CH2:12][O:13]2)=[CH:6][CH:7]=1)[C:20]1[CH:25]=[CH:24][CH:23]=[CH:22][CH:21]=1. The yield is 0.180. (2) The reactants are Cl[C:2]1[N:10]=[CH:9][C:8]([F:11])=[CH:7][C:3]=1[C:4]([OH:6])=O.[F:12][C:13]1[CH:18]=[CH:17][C:16]([OH:19])=[CH:15][CH:14]=1.[C:20](=[O:23])([O-])[O-:21].[K+].[K+].C[N:27]([CH3:30])C=O. The catalyst is [Cu]. The product is [F:11][C:8]1[CH:7]=[C:3]([C:4]([NH:27][CH2:30][C:13]2[CH:18]=[CH:17][C:16]([C:20]([OH:21])=[O:23])=[CH:15][CH:14]=2)=[O:6])[C:2]([O:19][C:16]2[CH:17]=[CH:18][C:13]([F:12])=[CH:14][CH:15]=2)=[N:10][CH:9]=1. The yield is 0.670. (3) The reactants are [Cl:1][C:2]1[CH:3]=[C:4]([CH:8]=[CH:9][C:10]=1[N:11]1[C:15]2[CH2:16][CH2:17][CH2:18][CH2:19][C:14]=2[N:13]=[C:12]1[CH3:20])[C:5]([OH:7])=O.C(N(C(C)C)CC)(C)C.[Cl:30][C:31]1[CH:42]=[CH:41][C:34]2[NH:35][C:36]([C@@H:38]([NH2:40])[CH3:39])=[N:37][C:33]=2[CH:32]=1.ClCl. The catalyst is CN(C)C=O. The product is [Cl:1][C:2]1[CH:3]=[C:4]([CH:8]=[CH:9][C:10]=1[N:11]1[C:15]2[CH2:16][CH2:17][CH2:18][CH2:19][C:14]=2[N:13]=[C:12]1[CH3:20])[C:5]([NH:40][C@H:38]([C:36]1[NH:35][C:34]2[CH:41]=[CH:42][C:31]([Cl:30])=[CH:32][C:33]=2[N:37]=1)[CH3:39])=[O:7]. The yield is 0.350. (4) The reactants are [OH:1][C@H:2]1[CH2:6][N:5]([C:7](=[O:33])[C@@H:8]([NH:13][C:14](=[O:32])[CH2:15][O:16][CH2:17][CH2:18][CH2:19][CH2:20][CH2:21][NH:22][C:23]2[CH:31]=[CH:30][C:26]([C:27](O)=[O:28])=[CH:25][CH:24]=2)[C:9]([CH3:12])([CH3:11])[CH3:10])[C@H:4]([C:34](=[O:50])[NH:35][C@H:36]([C:38]2[CH:43]=[CH:42][C:41]([C:44]3[S:48][CH:47]=[N:46][C:45]=3[CH3:49])=[CH:40][CH:39]=2)[CH3:37])[CH2:3]1.CN(C(ON1N=NC2C=CC=NC1=2)=[N+](C)C)C.F[P-](F)(F)(F)(F)F.C(N(C(C)C)CC)(C)C.Cl.[NH2:85][C@H:86]1[C:89]([CH3:91])([CH3:90])[C@H:88]([O:92][C:93]2[CH:100]=[CH:99][C:96]([C:97]#[N:98])=[C:95]([Cl:101])[CH:94]=2)[C:87]1([CH3:103])[CH3:102]. The catalyst is C(Cl)Cl. The product is [Cl:101][C:95]1[CH:94]=[C:93]([CH:100]=[CH:99][C:96]=1[C:97]#[N:98])[O:92][C@H:88]1[C:89]([CH3:91])([CH3:90])[C@H:86]([NH:85][C:27]([C:26]2[CH:25]=[CH:24][C:23]([NH:22][CH2:21][CH2:20][CH2:19][CH2:18][CH2:17][O:16][CH2:15][C:14]([NH:13][C@@H:8]([C:9]([CH3:10])([CH3:11])[CH3:12])[C:7]([N:5]3[CH2:6][C@H:2]([OH:1])[CH2:3][C@H:4]3[C:34]([NH:35][C@H:36]([C:38]3[CH:39]=[CH:40][C:41]([C:44]4[S:48][CH:47]=[N:46][C:45]=4[CH3:49])=[CH:42][CH:43]=3)[CH3:37])=[O:50])=[O:33])=[O:32])=[CH:31][CH:30]=2)=[O:28])[C:87]1([CH3:102])[CH3:103]. The yield is 0.540.